Dataset: Full USPTO retrosynthesis dataset with 1.9M reactions from patents (1976-2016). Task: Predict the reactants needed to synthesize the given product. (1) Given the product [CH3:1][N:2]1[C:14]2[C:13]3[N:12]=[C:11]([S:15][CH3:16])[N:10]=[CH:9][C:8]=3[CH2:7][CH2:6][C:5]=2[C:4]([C:17]([NH2:23])=[O:19])=[N:3]1, predict the reactants needed to synthesize it. The reactants are: [CH3:1][N:2]1[C:14]2[C:13]3[N:12]=[C:11]([S:15][CH3:16])[N:10]=[CH:9][C:8]=3[CH2:7][CH2:6][C:5]=2[C:4]([C:17]([O:19]CC)=O)=[N:3]1.C[N:23](C)C=O.O.[NH4+]. (2) Given the product [CH3:1][N:2]1[C:14]2[CH2:13][CH2:12][C@@H:11]([CH:15]3[CH2:20][CH2:19][O:18][CH2:17][CH2:16]3)[CH2:10][C:9]=2[C:8]2[C:3]1=[CH:4][CH:5]=[C:6]([C:21]([N:36]1[CH2:35][CH2:34][CH2:33][C@H:32]([NH:31][C:29](=[O:30])[O:28][C:25]([CH3:24])([CH3:26])[CH3:27])[CH2:37]1)=[O:22])[CH:7]=2, predict the reactants needed to synthesize it. The reactants are: [CH3:1][N:2]1[C:14]2[CH2:13][CH2:12][C@@H:11]([CH:15]3[CH2:20][CH2:19][O:18][CH2:17][CH2:16]3)[CH2:10][C:9]=2[C:8]2[C:3]1=[CH:4][CH:5]=[C:6]([C:21](O)=[O:22])[CH:7]=2.[CH3:24][C:25]([O:28][C:29]([NH:31][C@@H:32]1[CH2:37][NH:36][CH2:35][CH2:34][CH2:33]1)=[O:30])([CH3:27])[CH3:26].CN(C(ON1N=NC2C=CC=NC1=2)=[N+](C)C)C.F[P-](F)(F)(F)(F)F.